Dataset: Full USPTO retrosynthesis dataset with 1.9M reactions from patents (1976-2016). Task: Predict the reactants needed to synthesize the given product. (1) Given the product [CH3:75][N:25]([CH3:24])[C:26]1[CH:31]=[CH:30][C:29]([N:32]=[N:33][C:34]2[CH:35]=[CH:36][C:37]([C:38]([NH:40][CH2:41][CH:42]([CH2:46][CH2:47][C:48]([F:72])([F:71])[C:49]([F:69])([F:70])[C:50]([F:67])([F:68])[C:51]([F:65])([F:66])[C:52]([F:63])([F:64])[C:53]([F:62])([F:61])[C:54]([F:60])([F:59])[C:55]([F:58])([F:57])[F:56])[C:43]([NH:10][CH2:11][CH2:12][CH2:13][O:14][CH2:15][CH:16]3[CH2:21][O:19][C:18]([CH3:22])([CH3:23])[O:17]3)=[O:44])=[O:39])=[CH:73][CH:74]=2)=[CH:28][CH:27]=1, predict the reactants needed to synthesize it. The reactants are: C(N(CC)C(C)C)(C)C.[NH2:10][CH2:11][CH2:12][CH2:13][O:14][CH2:15][CH:16]1[CH2:21]C[O:19][C:18]([CH3:23])([CH3:22])[O:17]1.[CH3:24][N:25]([CH3:75])[C:26]1[CH:31]=[CH:30][C:29]([N:32]=[N:33][C:34]2[CH:74]=[CH:73][C:37]([C:38]([NH:40][CH2:41][CH:42]([CH2:46][CH2:47][C:48]([F:72])([F:71])[C:49]([F:70])([F:69])[C:50]([F:68])([F:67])[C:51]([F:66])([F:65])[C:52]([F:64])([F:63])[C:53]([F:62])([F:61])[C:54]([F:60])([F:59])[C:55]([F:58])([F:57])[F:56])[C:43](O)=[O:44])=[O:39])=[CH:36][CH:35]=2)=[CH:28][CH:27]=1. (2) Given the product [NH:22]1[C:26]2[CH2:27][N:28]([C:2]3[N:7]=[CH:6][N:5]=[C:4]([NH:8][C:9]4[CH:10]=[C:11]([CH2:15][S:16]([NH2:19])(=[O:18])=[O:17])[CH:12]=[CH:13][CH:14]=4)[N:3]=3)[CH2:29][C:25]=2[CH:24]=[N:23]1, predict the reactants needed to synthesize it. The reactants are: Cl[C:2]1[N:7]=[CH:6][N:5]=[C:4]([NH:8][C:9]2[CH:10]=[C:11]([CH2:15][S:16]([NH2:19])(=[O:18])=[O:17])[CH:12]=[CH:13][CH:14]=2)[N:3]=1.Cl.Cl.[NH:22]1[C:26]2[CH2:27][NH:28][CH2:29][C:25]=2[CH:24]=[N:23]1. (3) Given the product [C:1]([N:5]1[C:9]([C:10]2[CH:15]=[CH:14][C:13]([F:16])=[CH:12][CH:11]=2)=[C:8]([C:17]2[S:18][CH:19]=[C:20]([CH:22]([CH3:28])[C:23]([O:25][CH2:26][CH3:27])=[O:24])[N:21]=2)[CH:7]=[N:6]1)([CH3:4])([CH3:3])[CH3:2], predict the reactants needed to synthesize it. The reactants are: [C:1]([N:5]1[C:9]([C:10]2[CH:15]=[CH:14][C:13]([F:16])=[CH:12][CH:11]=2)=[C:8]([C:17]2[S:18][CH:19]=[C:20]([CH2:22][C:23]([O:25][CH2:26][CH3:27])=[O:24])[N:21]=2)[CH:7]=[N:6]1)([CH3:4])([CH3:3])[CH3:2].[CH3:28]I. (4) Given the product [CH2:21]([N:13]1[C:12]([C:9]2[CH:10]=[C:11]3[C:6]([CH2:5][CH2:4][CH:3]3[N:2]([CH3:1])[CH3:22])=[CH:7][CH:8]=2)=[C:20]([CH3:19])[C:15]([CH3:16])=[N:14]1)[CH3:24], predict the reactants needed to synthesize it. The reactants are: [CH3:1][N:2]([CH3:22])[CH:3]1[C:11]2[C:6](=[CH:7][CH:8]=[C:9]([C:12]3[N:13]([CH3:21])[N:14]=[C:15]4[C:20]=3[CH2:19]CC[CH2:16]4)[CH:10]=2)[CH2:5][CH2:4]1.F[C:24](F)(F)S(OC1N(CC)N=C(C)C=1C)(=O)=O.CN(C)C1C2C(=CC=C(B3OC(C)(C)C(C)(C)O3)C=2)CC1.C([O-])([O-])=O.[Na+].[Na+]. (5) Given the product [C:1]([O:5][C:6](=[O:45])[CH2:7][CH2:8][C:9]1[CH:14]=[CH:13][C:12]([OH:15])=[CH:11][C:10]=1[CH2:33][O:34][C:35]1[CH:40]=[CH:39][C:38]([C:41]([F:43])([F:44])[F:42])=[CH:37][CH:36]=1)([CH3:4])([CH3:2])[CH3:3], predict the reactants needed to synthesize it. The reactants are: [C:1]([O:5][C:6](=[O:45])[CH2:7][CH2:8][C:9]1[CH:14]=[CH:13][C:12]([O:15][Si](C(C)(C)C)(C2C=CC=CC=2)C2C=CC=CC=2)=[CH:11][C:10]=1[CH2:33][O:34][C:35]1[CH:40]=[CH:39][C:38]([C:41]([F:44])([F:43])[F:42])=[CH:37][CH:36]=1)([CH3:4])([CH3:3])[CH3:2].[F-].C([N+](CCCC)(CCCC)CCCC)CCC. (6) Given the product [Cl:10][C:11]1[CH:16]=[CH:15][C:14]([CH2:17][N:23]2[CH2:24][CH2:25][CH2:26][CH:21]([CH3:20])[CH2:22]2)=[CH:13][N+:12]=1[O-:19], predict the reactants needed to synthesize it. The reactants are: C(N(C(C)C)CC)(C)C.[Cl:10][C:11]1[CH:16]=[CH:15][C:14]([CH2:17]Cl)=[CH:13][N+:12]=1[O-:19].[CH3:20][CH:21]1[CH2:26][CH2:25][CH2:24][NH:23][CH2:22]1.[I-].[K+].[N-]=C=O.C(=O)([O-])[O-]. (7) Given the product [CH:38]1([C:42]([NH:1][C:2]2[N:3]=[C:4]3[CH:9]=[CH:8][C:7]([O:10][C:11]4[CH:12]=[C:13]([NH:17][C:18](=[O:29])[C:19]5[CH:24]=[CH:23][CH:22]=[C:21]([C:25]([F:28])([F:27])[F:26])[CH:20]=5)[CH:14]=[CH:15][CH:16]=4)=[N:6][N:5]3[CH:30]=2)=[O:43])[CH2:41][CH2:40][CH2:39]1, predict the reactants needed to synthesize it. The reactants are: [NH2:1][C:2]1[N:3]=[C:4]2[CH:9]=[CH:8][C:7]([O:10][C:11]3[CH:12]=[C:13]([NH:17][C:18](=[O:29])[C:19]4[CH:24]=[CH:23][CH:22]=[C:21]([C:25]([F:28])([F:27])[F:26])[CH:20]=4)[CH:14]=[CH:15][CH:16]=3)=[N:6][N:5]2[CH:30]=1.C(N(CC)CC)C.[CH:38]1([C:42](Cl)=[O:43])[CH2:41][CH2:40][CH2:39]1.[Cl-].[NH4+]. (8) Given the product [CH2:38]([O:37][C:35]([N:5]([CH2:6][C:7]1[CH:12]=[CH:11][C:10]([NH:13][CH:14]2[CH2:19][CH2:18][CH2:17][N:16]([C:20]([O:22][C:23]([CH3:24])([CH3:26])[CH3:25])=[O:21])[CH2:15]2)=[C:9]([N+:27]([O-:29])=[O:28])[CH:8]=1)[C@H:3]([C:2]([CH3:30])([CH3:1])[CH3:31])[CH3:4])=[O:36])[C:39]1[CH:44]=[CH:43][CH:42]=[CH:41][CH:40]=1, predict the reactants needed to synthesize it. The reactants are: [CH3:1][C:2]([CH3:31])([CH3:30])[C@@H:3]([NH:5][CH2:6][C:7]1[CH:12]=[CH:11][C:10]([NH:13][CH:14]2[CH2:19][CH2:18][CH2:17][N:16]([C:20]([O:22][C:23]([CH3:26])([CH3:25])[CH3:24])=[O:21])[CH2:15]2)=[C:9]([N+:27]([O-:29])=[O:28])[CH:8]=1)[CH3:4].[OH-].[Na+].Cl[C:35]([O:37][CH2:38][C:39]1[CH:44]=[CH:43][CH:42]=[CH:41][CH:40]=1)=[O:36].Cl. (9) Given the product [CH:13]1([CH2:12][N:9]2[CH2:10][CH2:11][N:7]([C:5]3[S:4][C:3]([C:24]([OH:26])=[O:25])=[C:2]([CH3:1])[CH:6]=3)[C:8]2=[O:23])[CH2:18][CH2:17]1, predict the reactants needed to synthesize it. The reactants are: [CH3:1][C:2]1[CH:6]=[C:5]([N:7]2[CH2:11][CH2:10][N:9]([CH2:12][C:13]3[CH:18]=[CH:17]C(C(F)(F)F)=CC=3)[C:8]2=[O:23])[S:4][C:3]=1[C:24]([O:26]CC)=[O:25].C1(CN2CCN(C3SC(C(OCC)=O)=C(C)C=3)C2=O)CC1. (10) Given the product [Cl:1][C:2]1[C:3]([NH2:12])=[N:4][CH:5]=[C:6]([O:8][CH:9]([CH3:10])[CH3:11])[CH:7]=1, predict the reactants needed to synthesize it. The reactants are: [Cl:1][C:2]1[C:3]([N:12]2C(C)=CC=C2C)=[N:4][CH:5]=[C:6]([O:8][CH:9]([CH3:11])[CH3:10])[CH:7]=1.Cl.NO.C(N(CC)CC)C.Cl.